Dataset: Forward reaction prediction with 1.9M reactions from USPTO patents (1976-2016). Task: Predict the product of the given reaction. (1) Given the reactants [CH2:1]([C:3]([OH:10])([CH2:8][CH3:9])[C:4]([O:6][CH3:7])=[O:5])[CH3:2].[H-].[Na+].[CH2:13](Br)[CH:14]=[CH2:15].O, predict the reaction product. The product is: [CH2:15]([O:10][C:3]([CH2:8][CH3:9])([CH2:1][CH3:2])[C:4]([O:6][CH3:7])=[O:5])[CH:14]=[CH2:13]. (2) Given the reactants CC([N:5]([C@H:9]([CH3:29])[C:10]([NH:12][C:13]1[CH:14]=[N:15][C:16]([O:19][C:20]2[CH:25]=[CH:24][CH:23]=[C:22]([CH:26](C)C)[CH:21]=2)=[CH:17][CH:18]=1)=[O:11])[C:6](=[O:8])[O-:7])(C)C.[CH3:30][CH:31]([C:33]1C=C(OC2N=CC(N)=CC=2)C=CC=1)[CH3:32].[CH3:47]C1C=CC(C)=CC=1OC1N=CC(N)=CC=1, predict the reaction product. The product is: [CH3:47][C:25]1[CH:24]=[CH:23][C:22]([CH3:26])=[CH:21][C:20]=1[O:19][C:16]1[N:15]=[CH:14][C:13]([NH:12][C:10](=[O:11])[C@H:9]([NH:5][C:6](=[O:8])[O:7][C:31]([CH3:33])([CH3:32])[CH3:30])[CH3:29])=[CH:18][CH:17]=1. (3) The product is: [OH:12][C@H:10]1[O:11][C@H:6]([CH2:5][OH:27])[C@@H:7]([OH:26])[C@H:8]([OH:25])[C@H:9]1[OH:24]. Given the reactants O.N.[BH4-].[Na+].[CH2:5]([OH:27])[C@H:6]1[O:11][C@H:10]([O:12][C@H]2[C@H](O)[C@@H](O)[C@H](O)O[C@@H]2CO)[C@H:9]([OH:24])[C@@H:8]([OH:25])[C@@H:7]1[OH:26].C([O-])(=O)C, predict the reaction product. (4) Given the reactants [Si](Cl)(C)(C)C.BrCCBr.[C:10]([N:17]1[CH2:20][CH:19](I)[CH2:18]1)([O:12][C:13]([CH3:16])([CH3:15])[CH3:14])=[O:11].Br[C:23]1[CH:24]=[C:25]([N:34]([CH3:41])[CH:35]2[CH2:40][CH2:39][O:38][CH2:37][CH2:36]2)[C:26]([CH3:33])=[C:27]([CH:32]=1)[C:28]([O:30]C)=[O:29].C(Cl)Cl.[NH4+].[Cl-], predict the reaction product. The product is: [C:13]([O:12][C:10]([N:17]1[CH2:20][CH:19]([C:23]2[CH:24]=[C:25]([N:34]([CH3:41])[CH:35]3[CH2:36][CH2:37][O:38][CH2:39][CH2:40]3)[C:26]([CH3:33])=[C:27]([CH:32]=2)[C:28]([OH:30])=[O:29])[CH2:18]1)=[O:11])([CH3:16])([CH3:15])[CH3:14]. (5) Given the reactants Cl[C:2]1[CH:7]=[CH:6][C:5]([S:8]([CH3:11])(=[O:10])=[O:9])=[C:4]([Cl:12])[C:3]=1[CH3:13].[C:14](=O)([OH:16])[O-:15].[Na+].[C]=O.[OH-].[Na+], predict the reaction product. The product is: [Cl:12][C:4]1[C:3]([CH3:13])=[C:2]([CH:7]=[CH:6][C:5]=1[S:8]([CH3:11])(=[O:10])=[O:9])[C:14]([OH:16])=[O:15].